This data is from Reaction yield outcomes from USPTO patents with 853,638 reactions. The task is: Predict the reaction yield, written as a fraction of the theoretical maximum amount of product (1.0 means a 100% yield; for example, 0.34 means a 34% yield). (1) The reactants are [Cl:1][C:2]1[C:7]([CH:8]([OH:10])[CH3:9])=[CH:6][CH:5]=[CH:4][N:3]=1.C(O)(C)C.C([O-])(O)=O.[Na+]. The catalyst is CC(C)=O.[O-2].[Cr+6].[O-2].[O-2]. The product is [Cl:1][C:2]1[C:7]([C:8](=[O:10])[CH3:9])=[CH:6][CH:5]=[CH:4][N:3]=1. The yield is 0.770. (2) The reactants are O.NN.C([O:7][C@H:8]1[C@H:12]([O:13][C:14](=[O:21])[C:15]2[CH:20]=[CH:19][CH:18]=[CH:17][CH:16]=2)[C@H:11]([CH2:22][O:23][C:24](=[O:31])[C:25]2[CH:30]=[CH:29][CH:28]=[CH:27][CH:26]=2)[O:10][C@@H:9]1[N:32]1[CH:39]=[CH:38][C:36](=[O:37])[NH:35][C:33]1=[O:34])(=O)C.CC(C)=O. The catalyst is N1C=CC=CC=1.C(O)(=O)C. The product is [C:14]([O:13][C@@H:12]1[C@H:11]([CH2:22][O:23][C:24](=[O:31])[C:25]2[CH:30]=[CH:29][CH:28]=[CH:27][CH:26]=2)[O:10][C@H:9]([N:32]2[CH:39]=[CH:38][C:36](=[O:37])[NH:35][C:33]2=[O:34])[C@H:8]1[OH:7])(=[O:21])[C:15]1[CH:20]=[CH:19][CH:18]=[CH:17][CH:16]=1. The yield is 0.680. (3) The reactants are [NH2:1][C:2]1[N:7]=[CH:6][N:5]=[C:4]2[N:8]([CH:24]3[CH2:29][CH2:28][CH2:27][N:26]([C:30](=[O:34])[CH2:31][C:32]#[N:33])[CH2:25]3)[N:9]=[C:10]([C:11]3[CH:16]=[CH:15][C:14]([O:17][C:18]4[CH:23]=[CH:22][CH:21]=[CH:20][CH:19]=4)=[CH:13][CH:12]=3)[C:3]=12.[CH:35](=O)[C:36]1[CH:41]=[CH:40][CH:39]=[CH:38][CH:37]=1.C1CCN2C(=NCCC2)CC1. The catalyst is CN(C=O)C. The product is [NH2:1][C:2]1[N:7]=[CH:6][N:5]=[C:4]2[N:8]([CH:24]3[CH2:29][CH2:28][CH2:27][N:26]([C:30]([C:31](=[CH:35][C:36]4[CH:41]=[CH:40][CH:39]=[CH:38][CH:37]=4)[C:32]#[N:33])=[O:34])[CH2:25]3)[N:9]=[C:10]([C:11]3[CH:12]=[CH:13][C:14]([O:17][C:18]4[CH:19]=[CH:20][CH:21]=[CH:22][CH:23]=4)=[CH:15][CH:16]=3)[C:3]=12. The yield is 0.310. (4) The reactants are [CH3:1][C:2]([CH3:17])([CH3:16])[C:3]#[C:4][C:5]1[CH:10]=[C:9]([N+:11]([O-:13])=[O:12])[CH:8]=[CH:7][C:6]=1[NH:14][CH3:15].CCCC[N+](CCCC)(CCCC)CCCC.[F-]. The catalyst is C1COCC1. The product is [C:2]([C:3]1[N:14]([CH3:15])[C:6]2[C:5]([CH:4]=1)=[CH:10][C:9]([N+:11]([O-:13])=[O:12])=[CH:8][CH:7]=2)([CH3:17])([CH3:16])[CH3:1]. The yield is 0.990. (5) The reactants are [C:1]1([CH:7]2[CH2:12][CH2:11][C:10](=O)[CH2:9][CH2:8]2)[CH:6]=[CH:5][CH:4]=[CH:3][CH:2]=1.Cl.[NH2:15][OH:16].C([O-])(=O)C.[Na+]. The catalyst is C(O)C.O. The product is [OH:16][N:15]=[C:10]1[CH2:11][CH2:12][CH:7]([C:1]2[CH:6]=[CH:5][CH:4]=[CH:3][CH:2]=2)[CH2:8][CH2:9]1. The yield is 0.970.